This data is from Full USPTO retrosynthesis dataset with 1.9M reactions from patents (1976-2016). The task is: Predict the reactants needed to synthesize the given product. (1) The reactants are: [OH:1]/[N:2]=[C:3](/[C:8]1[CH:13]=[CH:12][C:11]([C:14]2[N:18]([CH3:19])[C:17]([C:20]#[N:21])=[CH:16][CH:15]=2)=[CH:10][CH:9]=1)\[C:4]([CH3:7])([CH3:6])[CH3:5].[H-].[Na+].[CH3:24]I. Given the product [CH3:24][O:1]/[N:2]=[C:3](/[C:8]1[CH:13]=[CH:12][C:11]([C:14]2[N:18]([CH3:19])[C:17]([C:20]#[N:21])=[CH:16][CH:15]=2)=[CH:10][CH:9]=1)\[C:4]([CH3:7])([CH3:6])[CH3:5], predict the reactants needed to synthesize it. (2) Given the product [F:64][C:62]1[CH:61]=[CH:60][C:59]([C:65]([F:67])([F:66])[F:68])=[C:58]([CH:63]=1)[C:57]([N:54]1[CH2:55][CH2:56][N:51]([C:49](=[O:50])[CH2:48][NH:47][C:32]([C:29]2[CH:28]=[C:27]([C:21]3[CH:22]=[CH:23][CH:24]=[CH:25][CH:26]=3)[NH:31][N:30]=2)=[O:34])[CH2:52][CH2:53]1)=[O:69], predict the reactants needed to synthesize it. The reactants are: C1C=CC2N(O)N=NC=2C=1.CCN(C(C)C)C(C)C.Cl.[C:21]1([C:27]2[NH:31][N:30]=[C:29]([C:32]([OH:34])=O)[CH:28]=2)[CH:26]=[CH:25][CH:24]=[CH:23][CH:22]=1.CCN=C=NCCCN(C)C.Cl.[NH2:47][CH2:48][C:49]([N:51]1[CH2:56][CH2:55][N:54]([C:57](=[O:69])[C:58]2[CH:63]=[C:62]([F:64])[CH:61]=[CH:60][C:59]=2[C:65]([F:68])([F:67])[F:66])[CH2:53][CH2:52]1)=[O:50]. (3) Given the product [Cl:42][C:35]1[CH:36]=[N+:37]([O-:41])[CH:38]=[C:39]([Cl:40])[C:34]=1[CH2:33][C@H:32]([O:31][C:29](=[O:30])[CH2:28][O:27][C:25](=[O:26])[CH2:24][C:15]1[CH:16]=[CH:17][C:18]([O:19][CH2:20][CH:21]2[CH2:22][CH2:23]2)=[C:13]([NH:8][S:9]([CH3:12])(=[O:10])=[O:11])[CH:14]=1)[C:43]1[CH:48]=[CH:47][C:46]([O:49][CH:50]([F:52])[F:51])=[C:45]([O:53][CH2:54][CH:55]2[CH2:56][CH2:57]2)[CH:44]=1, predict the reactants needed to synthesize it. The reactants are: C(OC([N:8]([C:13]1[CH:14]=[C:15]([CH2:24][C:25]([O:27][CH2:28][C:29]([O:31][C@H:32]([C:43]2[CH:48]=[CH:47][C:46]([O:49][CH:50]([F:52])[F:51])=[C:45]([O:53][CH2:54][CH:55]3[CH2:57][CH2:56]3)[CH:44]=2)[CH2:33][C:34]2[C:39]([Cl:40])=[CH:38][N+:37]([O-:41])=[CH:36][C:35]=2[Cl:42])=[O:30])=[O:26])[CH:16]=[CH:17][C:18]=1[O:19][CH2:20][CH:21]1[CH2:23][CH2:22]1)[S:9]([CH3:12])(=[O:11])=[O:10])=O)(C)(C)C.O1CCOCC1. (4) Given the product [Cl:1][C:2]1[CH:3]=[N:4][C:5]2[N:6]([N:8]=[C:9]([C:11]([N:28]3[CH2:27][CH2:26][C:25]4[C:30](=[CH:31][CH:32]=[CH:33][C:24]=4[C:19]4[C:20]([O:22][CH3:23])=[N:21][C:16]([O:15][CH3:14])=[N:17][CH:18]=4)[CH:29]3[CH3:34])=[O:13])[CH:10]=2)[CH:7]=1, predict the reactants needed to synthesize it. The reactants are: [Cl:1][C:2]1[CH:3]=[N:4][C:5]2[N:6]([N:8]=[C:9]([C:11]([OH:13])=O)[CH:10]=2)[CH:7]=1.[CH3:14][O:15][C:16]1[N:21]=[C:20]([O:22][CH3:23])[C:19]([C:24]2[CH:33]=[CH:32][CH:31]=[C:30]3[C:25]=2[CH2:26][CH2:27][NH:28][CH:29]3[CH3:34])=[CH:18][N:17]=1.